From a dataset of Reaction yield outcomes from USPTO patents with 853,638 reactions. Predict the reaction yield, written as a fraction of the theoretical maximum amount of product (1.0 means a 100% yield; for example, 0.34 means a 34% yield). (1) The reactants are [F:1][C:2]1[CH:3]=[C:4]([CH:11]=[CH:12][CH:13]=1)[C:5](N(OC)C)=[O:6].[CH:14]([Mg]Br)=C. The catalyst is C1COCC1. The product is [F:1][C:2]1[CH:3]=[C:4]([C:5](=[O:6])[CH3:14])[CH:11]=[CH:12][CH:13]=1. The yield is 0.750. (2) The reactants are [NH2:1][C:2]1[N:7]=[CH:6][N:5]=[C:4]2[N:8]([CH:32]3[CH2:37][CH2:36][N:35]([CH2:38][CH:39]([F:41])[F:40])[CH2:34][CH2:33]3)[N:9]=[C:10]([C:11]3[CH:16]=[CH:15][C:14]([NH:17][C:18]([C:20]4[N:21]([CH3:29])[C:22]5[C:27]([CH:28]=4)=[CH:26][CH:25]=[CH:24][CH:23]=5)=[O:19])=[C:13]([O:30][CH3:31])[CH:12]=3)[C:3]=12.[C:42]([OH:49])(=[O:48])/[CH:43]=[CH:44]\[C:45]([OH:47])=[O:46]. The catalyst is C(OCC)(=O)C. The product is [C:42]([OH:49])(=[O:48])/[CH:43]=[CH:44]\[C:45]([OH:47])=[O:46].[C:42]([OH:49])(=[O:48])/[CH:43]=[CH:44]\[C:45]([OH:47])=[O:46].[NH2:1][C:2]1[N:7]=[CH:6][N:5]=[C:4]2[N:8]([CH:32]3[CH2:37][CH2:36][N:35]([CH2:38][CH:39]([F:40])[F:41])[CH2:34][CH2:33]3)[N:9]=[C:10]([C:11]3[CH:16]=[CH:15][C:14]([NH:17][C:18]([C:20]4[N:21]([CH3:29])[C:22]5[C:27]([CH:28]=4)=[CH:26][CH:25]=[CH:24][CH:23]=5)=[O:19])=[C:13]([O:30][CH3:31])[CH:12]=3)[C:3]=12. The yield is 0.680.